Task: Regression. Given two drug SMILES strings and cell line genomic features, predict the synergy score measuring deviation from expected non-interaction effect.. Dataset: NCI-60 drug combinations with 297,098 pairs across 59 cell lines (1) Drug 1: CC(C1=C(C=CC(=C1Cl)F)Cl)OC2=C(N=CC(=C2)C3=CN(N=C3)C4CCNCC4)N. Drug 2: CCN(CC)CCCC(C)NC1=C2C=C(C=CC2=NC3=C1C=CC(=C3)Cl)OC. Cell line: A549. Synergy scores: CSS=55.5, Synergy_ZIP=16.3, Synergy_Bliss=18.4, Synergy_Loewe=14.8, Synergy_HSA=17.4. (2) Drug 1: CCC1=CC2CC(C3=C(CN(C2)C1)C4=CC=CC=C4N3)(C5=C(C=C6C(=C5)C78CCN9C7C(C=CC9)(C(C(C8N6C)(C(=O)OC)O)OC(=O)C)CC)OC)C(=O)OC.C(C(C(=O)O)O)(C(=O)O)O. Drug 2: CC1CCC2CC(C(=CC=CC=CC(CC(C(=O)C(C(C(=CC(C(=O)CC(OC(=O)C3CCCCN3C(=O)C(=O)C1(O2)O)C(C)CC4CCC(C(C4)OC)OCCO)C)C)O)OC)C)C)C)OC. Cell line: NCIH23. Synergy scores: CSS=44.3, Synergy_ZIP=-3.76, Synergy_Bliss=-0.664, Synergy_Loewe=0.336, Synergy_HSA=1.95.